From a dataset of Reaction yield outcomes from USPTO patents with 853,638 reactions. Predict the reaction yield, written as a fraction of the theoretical maximum amount of product (1.0 means a 100% yield; for example, 0.34 means a 34% yield). The reactants are [CH3:1][C:2]1[CH:6]=[CH:5][S:4][C:3]=1[CH2:7][C:8]([C:10]1[CH:15]=[CH:14][N:13]=[CH:12][CH:11]=1)=[O:9].[C:16]1([CH3:22])[CH:21]=[CH:20][CH:19]=[CH:18][CH:17]=1. The catalyst is C(Br)C1C=CC=CC=1. The product is [CH2:22]([N:13]1[CH2:12][CH:11]=[C:10]([CH:8]([OH:9])[CH2:7][C:3]2[S:4][CH:5]=[CH:6][C:2]=2[CH3:1])[CH2:15][CH2:14]1)[C:16]1[CH:21]=[CH:20][CH:19]=[CH:18][CH:17]=1. The yield is 0.730.